From a dataset of Reaction yield outcomes from USPTO patents with 853,638 reactions. Predict the reaction yield, written as a fraction of the theoretical maximum amount of product (1.0 means a 100% yield; for example, 0.34 means a 34% yield). (1) The reactants are [CH3:1][N:2]1[C:7](=[O:8])[CH:6]=[CH:5][C:4]([C:9](=O)[CH2:10][C@H:11]([C:19]2[CH:24]=[CH:23][C:22]([N:25]3[CH2:30][CH2:29][CH:28]([C:31]([OH:33])=[O:32])[CH2:27][CH2:26]3)=[CH:21][CH:20]=2)[C:12]2[CH:17]=[CH:16][CH:15]=[CH:14][C:13]=2[CH3:18])=[CH:3]1.Cl.[NH2:36][OH:37].C(=O)([O-])O.[Na+:42]. The catalyst is C(O)C.O. The product is [OH:37]/[N:36]=[C:9](/[C:4]1[CH:5]=[CH:6][C:7](=[O:8])[N:2]([CH3:1])[CH:3]=1)\[CH2:10][C@H:11]([C:19]1[CH:20]=[CH:21][C:22]([N:25]2[CH2:30][CH2:29][CH:28]([C:31]([O-:33])=[O:32])[CH2:27][CH2:26]2)=[CH:23][CH:24]=1)[C:12]1[CH:17]=[CH:16][CH:15]=[CH:14][C:13]=1[CH3:18].[Na+:42]. The yield is 0.610. (2) The reactants are [CH3:1][O:2][C:3](=[O:12])[C:4]1[CH:9]=[CH:8][C:7]([OH:10])=[C:6](Br)[CH:5]=1.[F:13][C:14]([F:25])([F:24])[C:15]1[CH:20]=[CH:19][C:18](B(O)O)=[CH:17][CH:16]=1.C(=O)(O)[O-].[K+].ClCCl. The catalyst is O1CCOCC1.C1C=CC(P(C2C=CC=CC=2)[C-]2C=CC=C2)=CC=1.C1C=CC(P(C2C=CC=CC=2)[C-]2C=CC=C2)=CC=1.Cl[Pd]Cl.[Fe+2]. The product is [CH3:1][O:2][C:3]([C:4]1[CH:5]=[C:6]([C:18]2[CH:19]=[CH:20][C:15]([C:14]([F:25])([F:24])[F:13])=[CH:16][CH:17]=2)[C:7]([OH:10])=[CH:8][CH:9]=1)=[O:12]. The yield is 0.760. (3) The reactants are [C:1]([CH:3]([CH2:9][C:10](=O)[C:11]1[CH:16]=[CH:15][CH:14]=[CH:13][CH:12]=1)[C:4]([O:6][CH2:7][CH3:8])=[O:5])#[N:2].[ClH:18]. The catalyst is O1CCCC1. The product is [Cl:18][C:1]1[NH:2][C:10]([C:11]2[CH:16]=[CH:15][CH:14]=[CH:13][CH:12]=2)=[CH:9][C:3]=1[C:4]([O:6][CH2:7][CH3:8])=[O:5]. The yield is 0.790. (4) The reactants are [H-].[Na+].[C:3]([C:7]1[O:11][N:10]=[C:9]([NH:12][C:13]([NH:15][C:16]2[CH:21]=[CH:20][CH:19]=[C:18]([SH:22])[CH:17]=2)=[O:14])[CH:8]=1)([CH3:6])([CH3:5])[CH3:4].Cl[C:24]1[C:33]2[C:28](=[CH:29][C:30]([O:42][CH3:43])=[C:31]([O:34][CH2:35][CH2:36][CH2:37][S:38]([CH3:41])(=[O:40])=[O:39])[CH:32]=2)[N:27]=[CH:26][N:25]=1. The catalyst is O1CCCC1.C(OCC)(=O)C.O. The product is [C:3]([C:7]1[O:11][N:10]=[C:9]([NH:12][C:13]([NH:15][C:16]2[CH:21]=[CH:20][CH:19]=[C:18]([S:22][C:24]3[C:33]4[C:28](=[CH:29][C:30]([O:42][CH3:43])=[C:31]([O:34][CH2:35][CH2:36][CH2:37][S:38]([CH3:41])(=[O:39])=[O:40])[CH:32]=4)[N:27]=[CH:26][N:25]=3)[CH:17]=2)=[O:14])[CH:8]=1)([CH3:6])([CH3:4])[CH3:5]. The yield is 0.0400. (5) The reactants are [NH2:1][C:2]1[N:3]=[C:4]([C:17]2[O:18][CH:19]=[CH:20][CH:21]=2)[C:5]2[N:10]=[N:9][N:8]([CH2:11][C:12]([O:14]CC)=[O:13])[C:6]=2[N:7]=1.[OH-].[Na+].B(Br)(Br)Br. The catalyst is CO. The product is [NH2:1][C:2]1[N:3]=[C:4]([C:17]2[O:18][CH:19]=[CH:20][CH:21]=2)[C:5]2[N:10]=[N:9][N:8]([CH2:11][C:12]([OH:14])=[O:13])[C:6]=2[N:7]=1. The yield is 0.850. (6) The reactants are [Cl:1][C:2]1[C:3]([CH3:40])=[C:4]([C:18]2[CH:23]=[CH:22][CH:21]=[C:20]([CH2:24][O:25][C:26]3[CH:39]=[CH:38][C:29]4[C@H:30]([CH2:33][C:34]([O:36]C)=[O:35])[CH2:31][O:32][C:28]=4[CH:27]=3)[CH:19]=2)[C:5]([CH3:17])=[C:6]([Cl:16])[C:7]=1[O:8][CH2:9][CH2:10][CH2:11][S:12]([CH3:15])(=[O:14])=[O:13].CO.[OH-].[Na+].C(O)(=O)CC(CC(O)=O)(C(O)=O)O. The catalyst is O.O1CCCC1. The product is [Cl:1][C:2]1[C:3]([CH3:40])=[C:4]([C:18]2[CH:23]=[CH:22][CH:21]=[C:20]([CH2:24][O:25][C:26]3[CH:39]=[CH:38][C:29]4[C@H:30]([CH2:33][C:34]([OH:36])=[O:35])[CH2:31][O:32][C:28]=4[CH:27]=3)[CH:19]=2)[C:5]([CH3:17])=[C:6]([Cl:16])[C:7]=1[O:8][CH2:9][CH2:10][CH2:11][S:12]([CH3:15])(=[O:14])=[O:13]. The yield is 0.860. (7) The reactants are N[C@@H](C(O)=O)CC1C2C(=CC=CC=2)NC=1.O1C2C=CC=CC=2C=C1C=O.[CH3:27][O:28][C:29]([C@@H:31]1[CH2:43][C:42]2[C:41]3[C:36](=[CH:37][CH:38]=[CH:39][CH:40]=3)[NH:35][C:34]=2[C@H:33]([C:44]2[O:45][C:46]3[CH:52]=[CH:51][CH:50]=[CH:49][C:47]=3[CH:48]=2)[NH:32]1)=[O:30]. No catalyst specified. The product is [CH3:27][O:28][C:29]([C@H:31]1[CH2:43][C:42]2[C:41]3[C:36](=[CH:37][CH:38]=[CH:39][CH:40]=3)[NH:35][C:34]=2[C@H:33]([C:44]2[O:45][C:46]3[CH:52]=[CH:51][CH:50]=[CH:49][C:47]=3[CH:48]=2)[NH:32]1)=[O:30]. The yield is 0.440. (8) The reactants are [CH2:1]([N:8]1[C:12](=[O:13])[N:11]([C:14]2[CH:15]=[N:16][N:17]([CH2:19][C:20]3[C:21]([CH3:26])=[N:22][O:23][C:24]=3[CH3:25])[CH:18]=2)[C:10](=[O:27])[NH:9]1)[C:2]1[CH:7]=[CH:6][CH:5]=[CH:4][CH:3]=1.[CH3:28][O:29][CH2:30]Br. No catalyst specified. The product is [CH2:1]([N:8]1[C:12](=[O:13])[N:11]([C:14]2[CH:15]=[N:16][N:17]([CH2:19][C:20]3[C:21]([CH3:26])=[N:22][O:23][C:24]=3[CH3:25])[CH:18]=2)[C:10](=[O:27])[N:9]1[CH2:28][O:29][CH3:30])[C:2]1[CH:3]=[CH:4][CH:5]=[CH:6][CH:7]=1. The yield is 0.180.